Dataset: Experimentally validated miRNA-target interactions with 360,000+ pairs, plus equal number of negative samples. Task: Binary Classification. Given a miRNA mature sequence and a target amino acid sequence, predict their likelihood of interaction. (1) The miRNA is cel-miR-245-3p with sequence AUUGGUCCCCUCCAAGUAGCUC. The protein sequence of the target gene is MAGTALKRLMAEYKQLTLNPPEGIVAGPMNEENFFEWEALIMGPEDTCFEFGVFPAILSFPLDYPLSPPKMRFTCEMFHPNIYPDGRVCISILHAPGDDPMGYESSAERWSPVQSVEKILLSVVSMLAEPNDESGANVDASKMWRDDREQFYKIAKQIVQKSLGL. Result: 0 (no interaction). (2) The miRNA is hsa-miR-3972 with sequence CUGCCAGCCCCGUUCCAGGGCA. The protein sequence of the target gene is MLRWLRAFVLPTAACHDAEPPTRYETLFRALDRNGDGVVDIGELQQGLQSLGIPLGQDAEEKIFTTGDVNKDGKLDFEEFMKYLKDHEKKMKLAFKSLDKNNDGKIEPSEIVQSLQMLGLHISEKQAELILQSIDSDGTMTVDWNEWRDYFLFNPVTDIEEIIRFWKHSTGIDIGDSLTIPDEFTEDEKKSGQWWRQLLAGGVAGAVSRTSTAPLDRLKVMMQVHGSKSMNIFGGFRQMVKEGGIRSLWRGNGTNVIKIAPETAVKFWAYEQYKKLLTEEGQKLGTFERFISGSMAGATA.... Result: 0 (no interaction).